Regression. Given a peptide amino acid sequence and an MHC pseudo amino acid sequence, predict their binding affinity value. This is MHC class I binding data. From a dataset of Peptide-MHC class I binding affinity with 185,985 pairs from IEDB/IMGT. (1) The peptide sequence is WHSLIKYL. The MHC is Mamu-A07 with pseudo-sequence Mamu-A07. The binding affinity (normalized) is 0.785. (2) The MHC is HLA-A02:01 with pseudo-sequence HLA-A02:01. The binding affinity (normalized) is 0.450. The peptide sequence is CFMYSDFHF. (3) The peptide sequence is KLMPICMDV. The MHC is HLA-B40:01 with pseudo-sequence HLA-B40:01. The binding affinity (normalized) is 0.0847. (4) The MHC is HLA-B51:01 with pseudo-sequence HLA-B51:01. The binding affinity (normalized) is 0. The peptide sequence is KPEVRIPVDL. (5) The peptide sequence is SHDVLTVQF. The MHC is HLA-A69:01 with pseudo-sequence HLA-A69:01. The binding affinity (normalized) is 0.0847. (6) The peptide sequence is SSSIDVDKR. The MHC is HLA-A03:01 with pseudo-sequence HLA-A03:01. The binding affinity (normalized) is 0. (7) The peptide sequence is ILKEPVHGV. The MHC is HLA-A68:02 with pseudo-sequence HLA-A68:02. The binding affinity (normalized) is 0.184. (8) The peptide sequence is AINSEMFLR. The MHC is HLA-B51:01 with pseudo-sequence HLA-B51:01. The binding affinity (normalized) is 0.